From a dataset of Catalyst prediction with 721,799 reactions and 888 catalyst types from USPTO. Predict which catalyst facilitates the given reaction. (1) Reactant: [C:1]([O:5][C:6]([N:8]1[CH2:20][C@@H:19]([CH3:21])[N:18]2[C@H:10]([CH2:11][C:12]3[C:17]2=[N:16][C:15]([CH3:22])=[C:14](Br)[CH:13]=3)[CH2:9]1)=[O:7])([CH3:4])([CH3:3])[CH3:2].[C:24](=O)([O-])[O-].[Na+].[Na+].CB1OB(C)OB(C)O1.[OH-].[Na+]. Product: [C:1]([O:5][C:6]([N:8]1[CH2:20][C@@H:19]([CH3:21])[N:18]2[C@H:10]([CH2:11][C:12]3[C:17]2=[N:16][C:15]([CH3:22])=[C:14]([CH3:24])[CH:13]=3)[CH2:9]1)=[O:7])([CH3:4])([CH3:3])[CH3:2]. The catalyst class is: 437. (2) Reactant: [C:1]1([CH3:22])[CH:6]=[C:5]([CH3:7])[CH:4]=[C:3]([CH3:8])[C:2]=1[N:9]=[CH:10][CH:11]=[N:12][C:13]1[C:18]([CH3:19])=[CH:17][C:16]([CH3:20])=[CH:15][C:14]=1[CH3:21].[CH2:23]([Li])[CH2:24][CH2:25][CH3:26].[CH3:28][CH2:29][CH2:30][CH2:31]CC.C(OCC)C. Product: [C:1]1([CH3:22])[CH:6]=[C:5]([CH3:7])[CH:4]=[C:3]([CH3:8])[C:2]=1[NH:9][CH:10]([CH:11]([NH:12][C:13]1[C:14]([CH3:21])=[CH:15][C:16]([CH3:20])=[CH:17][C:18]=1[CH3:19])[CH2:28][CH2:29][CH2:30][CH3:31])[CH2:23][CH2:24][CH2:25][CH3:26]. The catalyst class is: 20. (3) Reactant: [CH2:1]([C:3]1[CH:10]=[CH:9][CH:8]=[C:5]([CH:6]=[O:7])[C:4]=1[OH:11])[CH3:2].[CH2:12](Br)[C:13]1[CH:18]=[CH:17][CH:16]=[CH:15][CH:14]=1.C(=O)([O-])[O-].[K+].[K+].Cl. Product: [CH2:12]([O:11][C:4]1[C:3]([CH2:1][CH3:2])=[CH:10][CH:9]=[CH:8][C:5]=1[CH:6]=[O:7])[C:13]1[CH:18]=[CH:17][CH:16]=[CH:15][CH:14]=1. The catalyst class is: 9. (4) Reactant: [Cl:1][C:2]1[CH:3]=[C:4]([NH:17][C:18]2[CH:32]=[CH:31][CH:30]=[CH:29][C:19]=2[CH2:20][P:21](=[O:28])([O:25]CC)[O:22]CC)[CH:5]=[CH:6][C:7]=1[C:8]([C:10]1[CH:15]=[CH:14][CH:13]=[CH:12][C:11]=1[CH3:16])=[O:9].C[Si](Br)(C)C. The catalyst class is: 2. Product: [Cl:1][C:2]1[CH:3]=[C:4]([NH:17][C:18]2[CH:32]=[CH:31][CH:30]=[CH:29][C:19]=2[CH2:20][P:21](=[O:22])([OH:28])[OH:25])[CH:5]=[CH:6][C:7]=1[C:8]([C:10]1[CH:15]=[CH:14][CH:13]=[CH:12][C:11]=1[CH3:16])=[O:9]. (5) Product: [C:1]([NH:4][C:5]1[N:10]=[CH:9][C:8]([NH:11][C:12](=[O:24])[C:13]2[C:18]([F:19])=[CH:17][CH:16]=[C:15]([NH2:20])[C:14]=2[F:23])=[CH:7][CH:6]=1)(=[O:3])[CH3:2]. Reactant: [C:1]([NH:4][C:5]1[N:10]=[CH:9][C:8]([NH:11][C:12](=[O:24])[C:13]2[C:18]([F:19])=[CH:17][CH:16]=[C:15]([N+:20]([O-])=O)[C:14]=2[F:23])=[CH:7][CH:6]=1)(=[O:3])[CH3:2]. The catalyst class is: 19. (6) Reactant: [O:1]=[C:2]1[N:8]([CH:9]2[CH2:14][CH2:13][N:12]([C:15]([O:17][C@H:18]([CH2:40][C:41]3[CH:49]=[C:48]([CH3:50])[C:44]4[NH:45][CH:46]=[N:47][C:43]=4[CH:42]=3)[C:19]([N:21]3[CH2:26][CH2:25][CH:24]([CH:27]4[CH2:32][CH2:31][N:30](CC5C=CC=CC=5)[CH2:29][CH2:28]4)[CH2:23][CH2:22]3)=[O:20])=[O:16])[CH2:11][CH2:10]2)[CH2:7][CH2:6][C:5]2[CH:51]=[CH:52][CH:53]=[CH:54][C:4]=2[NH:3]1.[H][H]. Product: [O:1]=[C:2]1[N:8]([CH:9]2[CH2:10][CH2:11][N:12]([C:15]([O:17][C@H:18]([CH2:40][C:41]3[CH:49]=[C:48]([CH3:50])[C:44]4[NH:45][CH:46]=[N:47][C:43]=4[CH:42]=3)[C:19]([N:21]3[CH2:22][CH2:23][CH:24]([CH:27]4[CH2:32][CH2:31][NH:30][CH2:29][CH2:28]4)[CH2:25][CH2:26]3)=[O:20])=[O:16])[CH2:13][CH2:14]2)[CH2:7][CH2:6][C:5]2[CH:51]=[CH:52][CH:53]=[CH:54][C:4]=2[NH:3]1. The catalyst class is: 19.